This data is from Full USPTO retrosynthesis dataset with 1.9M reactions from patents (1976-2016). The task is: Predict the reactants needed to synthesize the given product. (1) Given the product [CH3:12][O:11][C:7]1[CH:6]=[C:5]([C:13]2[CH:22]=[C:21]([OH:23])[C:20]3[CH:19]=[CH:18][CH:17]=[N:16][C:15]=3[CH:14]=2)[CH:4]=[C:3]([O:2][CH3:1])[C:8]=1[O:9][CH3:10], predict the reactants needed to synthesize it. The reactants are: [CH3:1][O:2][C:3]1[CH:4]=[C:5]([C:13]#[C:14][C:15]2[C:20]([C:21](=[O:23])[CH3:22])=[CH:19][CH:18]=[CH:17][N:16]=2)[CH:6]=[C:7]([O:11][CH3:12])[C:8]=1[O:9][CH3:10].[OH-].[Na+].O.OS([O-])(=O)=O.[K+]. (2) Given the product [C:22]([O:21][C:19]([NH:18][CH2:17][CH2:16][CH2:15][CH2:14][C@H:2]([NH:1][C:39]([O:41][C:42]1[CH:43]=[CH:44][C:45]([N+:48]([O-:50])=[O:49])=[CH:46][CH:47]=1)=[O:40])[C:3]([O:5][CH2:6][CH2:7][CH2:8][CH2:9][O:10][N+:11]([O-:13])=[O:12])=[O:4])=[O:20])([CH3:25])([CH3:24])[CH3:23], predict the reactants needed to synthesize it. The reactants are: [NH2:1][C@@H:2]([CH2:14][CH2:15][CH2:16][CH2:17][NH:18][C:19]([O:21][C:22]([CH3:25])([CH3:24])[CH3:23])=[O:20])[C:3]([O:5][CH2:6][CH2:7][CH2:8][CH2:9][O:10][N+:11]([O-:13])=[O:12])=[O:4].[N+](OCCCC(OCCN[C:39]([O:41][C:42]1[CH:47]=[CH:46][C:45]([N+:48]([O-:50])=[O:49])=[CH:44][CH:43]=1)=[O:40])=O)([O-])=O. (3) Given the product [CH3:1][C:2]1[CH:7]=[C:6]([NH:8][C:9]([C:11]2[CH:16]=[C:15]([C:28]3[CH:33]=[CH:32][N:31]=[C:30]([C:34]#[N:35])[CH:29]=3)[CH:14]=[C:13]([CH3:26])[N:12]=2)=[O:10])[CH:5]=[CH:4][N:3]=1, predict the reactants needed to synthesize it. The reactants are: [CH3:1][C:2]1[CH:7]=[C:6]([NH:8][C:9]([C:11]2[CH:16]=[C:15](B3OC(C)(C)C(C)(C)O3)[CH:14]=[C:13]([CH3:26])[N:12]=2)=[O:10])[CH:5]=[CH:4][N:3]=1.Br[C:28]1[CH:33]=[CH:32][N:31]=[C:30]([C:34]#[N:35])[CH:29]=1. (4) The reactants are: N12CCCN=C1CCCCC2.[F:12][C:13]([F:30])([C:18]1[CH:23]=[CH:22][N:21]=[C:20]([C:24]2[NH:25][O:26][C:27](=[O:29])[N:28]=2)[CH:19]=1)[C:14]([F:17])([F:16])[F:15].[N:31]1([C:36](Cl)=[O:37])[CH2:35][CH2:34][CH2:33][CH2:32]1. Given the product [N:31]1([C:36]([N:28]2[C:27](=[O:29])[O:26][N:25]=[C:24]2[C:20]2[CH:19]=[C:18]([C:13]([F:12])([F:30])[C:14]([F:15])([F:17])[F:16])[CH:23]=[CH:22][N:21]=2)=[O:37])[CH2:35][CH2:34][CH2:33][CH2:32]1, predict the reactants needed to synthesize it. (5) Given the product [CH3:6][C:7]1[C:8]([O:9][C:10]2[C:15]([C:16]3[CH:21]=[CH:20][N:19]=[CH:18][N:17]=3)=[CH:14][CH:13]=[CH:12][N:11]=2)=[C:22]([CH3:29])[CH:23]=[CH:24][C:25]=1[NH2:26], predict the reactants needed to synthesize it. The reactants are: O.O.[Sn](Cl)Cl.[CH3:6][C:7]1[C:25]([N+:26]([O-])=O)=[CH:24][CH:23]=[C:22]([CH3:29])[C:8]=1[O:9][C:10]1[C:15]([C:16]2[CH:21]=[CH:20][N:19]=[CH:18][N:17]=2)=[CH:14][CH:13]=[CH:12][N:11]=1.